Dataset: Full USPTO retrosynthesis dataset with 1.9M reactions from patents (1976-2016). Task: Predict the reactants needed to synthesize the given product. (1) Given the product [C:20]([C:19]1[CH:22]=[CH:23][C:16]([CH:2]2[CH2:7][CH2:6][N:5]([C:8]([O:10][C:11]([CH3:14])([CH3:13])[CH3:12])=[O:9])[CH2:4][CH2:3]2)=[CH:17][C:18]=1[O:24][CH3:25])#[N:21], predict the reactants needed to synthesize it. The reactants are: O[CH:2]1[CH2:7][CH2:6][N:5]([C:8]([O:10][C:11]([CH3:14])([CH3:13])[CH3:12])=[O:9])[CH2:4][CH2:3]1.Br[C:16]1[CH:23]=[CH:22][C:19]([C:20]#[N:21])=[C:18]([O:24][CH3:25])[CH:17]=1. (2) Given the product [NH2:18][C:15]1[CH:16]=[CH:17][C:12]([C:11]([NH:27][CH2:26][CH2:25][CH2:24][N:23]([CH3:28])[CH3:22])=[O:21])=[CH:13][C:14]=1[O:19][CH3:20], predict the reactants needed to synthesize it. The reactants are: N1(O[C:11](=[O:21])[C:12]2[CH:17]=[CH:16][C:15]([NH2:18])=[C:14]([O:19][CH3:20])[CH:13]=2)C2C=CC=CC=2N=N1.[CH3:22][N:23]([CH3:28])[CH2:24][CH2:25][CH2:26][NH2:27].C(N(CC)CC)C.